Dataset: Catalyst prediction with 721,799 reactions and 888 catalyst types from USPTO. Task: Predict which catalyst facilitates the given reaction. Reactant: [C:1]1(=[O:10])[C:9]2[C:4](=[CH:5][CH:6]=[CH:7][CH:8]=2)[CH2:3][O:2]1.[C:11]1(=[O:21])[NH:15][C:14](=[O:16])[C:13]2=[CH:17][CH:18]=[CH:19][CH:20]=[C:12]12.[K].Cl. Product: [O:16]=[C:14]1[C:13]2[C:12](=[CH:20][CH:19]=[CH:18][CH:17]=2)[C:11](=[O:21])[N:15]1[CH2:3][C:4]1[CH:5]=[CH:6][CH:7]=[CH:8][C:9]=1[C:1]([OH:10])=[O:2]. The catalyst class is: 9.